The task is: Regression. Given two drug SMILES strings and cell line genomic features, predict the synergy score measuring deviation from expected non-interaction effect.. This data is from Merck oncology drug combination screen with 23,052 pairs across 39 cell lines. (1) Drug 1: O=C(CCCCCCC(=O)Nc1ccccc1)NO. Drug 2: CCc1cnn2c(NCc3ccc[n+]([O-])c3)cc(N3CCCCC3CCO)nc12. Cell line: LOVO. Synergy scores: synergy=-25.9. (2) Drug 1: CCN(CC)CCNC(=O)c1c(C)[nH]c(C=C2C(=O)Nc3ccc(F)cc32)c1C. Drug 2: CC1(c2nc3c(C(N)=O)cccc3[nH]2)CCCN1. Cell line: RPMI7951. Synergy scores: synergy=4.89. (3) Drug 1: N#Cc1ccc(Cn2cncc2CN2CCN(c3cccc(Cl)c3)C(=O)C2)cc1. Drug 2: CC1(c2nc3c(C(N)=O)cccc3[nH]2)CCCN1. Cell line: SKMES1. Synergy scores: synergy=-1.07. (4) Drug 1: O=C(O)C1(Cc2cccc(Nc3nccs3)n2)CCC(Oc2cccc(Cl)c2F)CC1. Drug 2: NC1(c2ccc(-c3nc4ccn5c(=O)[nH]nc5c4cc3-c3ccccc3)cc2)CCC1. Cell line: MSTO. Synergy scores: synergy=65.7. (5) Drug 1: O=c1[nH]cc(F)c(=O)[nH]1. Drug 2: Cn1nnc2c(C(N)=O)ncn2c1=O. Cell line: SKMEL30. Synergy scores: synergy=-56.0. (6) Drug 1: NC1(c2ccc(-c3nc4ccn5c(=O)[nH]nc5c4cc3-c3ccccc3)cc2)CCC1. Drug 2: Cc1nc(Nc2ncc(C(=O)Nc3c(C)cccc3Cl)s2)cc(N2CCN(CCO)CC2)n1. Cell line: EFM192B. Synergy scores: synergy=11.2. (7) Drug 1: CN1C(=O)C=CC2(C)C3CCC4(C)C(NC(=O)OCC(F)(F)F)CCC4C3CCC12. Drug 2: N.N.O=C(O)C1(C(=O)O)CCC1.[Pt]. Cell line: A427. Synergy scores: synergy=15.6. (8) Drug 1: CNC(=O)c1cc(Oc2ccc(NC(=O)Nc3ccc(Cl)c(C(F)(F)F)c3)cc2)ccn1. Drug 2: Cn1cc(-c2cnn3c(N)c(Br)c(C4CCCNC4)nc23)cn1. Cell line: NCIH23. Synergy scores: synergy=-6.91. (9) Drug 1: COC1CC2CCC(C)C(O)(O2)C(=O)C(=O)N2CCCCC2C(=O)OC(C(C)CC2CCC(OP(C)(C)=O)C(OC)C2)CC(=O)C(C)C=C(C)C(O)C(OC)C(=O)C(C)CC(C)C=CC=CC=C1C. Drug 2: CNC(=O)c1cc(Oc2ccc(NC(=O)Nc3ccc(Cl)c(C(F)(F)F)c3)cc2)ccn1. Cell line: UACC62. Synergy scores: synergy=13.7.